Task: Predict the reaction yield, written as a fraction of the theoretical maximum amount of product (1.0 means a 100% yield; for example, 0.34 means a 34% yield).. Dataset: Reaction yield outcomes from USPTO patents with 853,638 reactions (1) The reactants are [N:1]1[C:10]2[C:5](=[CH:6][C:7]([C:11]([OH:13])=[O:12])=[CH:8][CH:9]=2)[CH:4]=[CH:3][CH:2]=1.S(Cl)(Cl)=O.[CH3:18]O. No catalyst specified. The product is [N:1]1[C:10]2[C:5](=[CH:6][C:7]([C:11]([O:13][CH3:18])=[O:12])=[CH:8][CH:9]=2)[CH:4]=[CH:3][CH:2]=1. The yield is 0.750. (2) The reactants are [NH2:1][C:2]1([C:8]#[N:9])[CH2:7][CH2:6][CH2:5][CH2:4][CH2:3]1.[ClH:10]. The catalyst is C(O)C.[Pt]=O. The product is [ClH:10].[ClH:10].[NH2:9][CH2:8][C:2]1([NH2:1])[CH2:7][CH2:6][CH2:5][CH2:4][CH2:3]1. The yield is 0.890. (3) The reactants are C([O:3][C:4](=[O:36])[CH2:5][CH2:6][N:7]([S:30]([N:33]([CH3:35])[CH3:34])(=[O:32])=[O:31])[CH2:8][C:9]1[CH:14]=[CH:13][CH:12]=[C:11]([O:15][CH2:16][C:17]2[N:18]=[C:19]([C:23]3[CH:28]=[CH:27][C:26]([CH3:29])=[CH:25][CH:24]=3)[O:20][C:21]=2[CH3:22])[CH:10]=1)C.O.[OH-].[Li+]. No catalyst specified. The product is [CH3:34][N:33]([S:30]([N:7]([CH2:6][CH2:5][C:4]([OH:36])=[O:3])[CH2:8][C:9]1[CH:14]=[CH:13][CH:12]=[C:11]([O:15][CH2:16][C:17]2[N:18]=[C:19]([C:23]3[CH:24]=[CH:25][C:26]([CH3:29])=[CH:27][CH:28]=3)[O:20][C:21]=2[CH3:22])[CH:10]=1)(=[O:31])=[O:32])[CH3:35]. The yield is 0.990. (4) The reactants are [Cl:1][C:2]1[CH:7]=[CH:6][C:5]([O:8][C:9]2[CH:14]=[CH:13][C:12]([CH2:15][CH2:16][O:17][C:18]3[NH:19][CH:20]=[C:21]([CH2:25][C:26]4[CH:27]=[N:28][CH:29]=[N:30][CH:31]=4)[C:22](=[O:24])[N:23]=3)=[CH:11][C:10]=2[F:32])=[CH:4][C:3]=1[C:33]([F:36])([F:35])[F:34].[CH3:37]CN(C(C)C)C(C)C.CI. The catalyst is C(Cl)Cl. The product is [Cl:1][C:2]1[CH:7]=[CH:6][C:5]([O:8][C:9]2[CH:14]=[CH:13][C:12]([CH2:15][CH2:16][O:17][C:18]3[N:19]([CH3:37])[CH:20]=[C:21]([CH2:25][C:26]4[CH:31]=[N:30][CH:29]=[N:28][CH:27]=4)[C:22](=[O:24])[N:23]=3)=[CH:11][C:10]=2[F:32])=[CH:4][C:3]=1[C:33]([F:35])([F:36])[F:34]. The yield is 0.183. (5) The reactants are [C:1]([O:18][CH2:19]Cl)(=[O:17])[CH2:2][CH2:3][CH2:4][CH2:5][CH2:6][CH2:7][CH2:8][CH2:9][CH2:10][CH2:11][CH2:12][CH2:13][CH2:14][CH2:15][CH3:16].[I-:21].[Na+]. The catalyst is C(#N)C.[Al]. The product is [C:1]([O:18][CH2:19][I:21])(=[O:17])[CH2:2][CH2:3][CH2:4][CH2:5][CH2:6][CH2:7][CH2:8][CH2:9][CH2:10][CH2:11][CH2:12][CH2:13][CH2:14][CH2:15][CH3:16]. The yield is 0.910. (6) The reactants are [F:1][CH:2]1[CH:7]([C:8]2[CH:13]=[CH:12][N:11]=[CH:10][C:9]=2[N+:14]([O-:16])=[O:15])[O:6][CH:5]([CH3:17])[C:4]([CH3:23])([O:18][Si](C)(C)C)[C:3]1=[O:24].Cl. The catalyst is C1COCC1.CO. The product is [F:1][CH:2]1[CH:7]([C:8]2[CH:13]=[CH:12][N:11]=[CH:10][C:9]=2[N+:14]([O-:16])=[O:15])[O:6][CH:5]([CH3:17])[C:4]([OH:18])([CH3:23])[C:3]1=[O:24]. The yield is 0.960. (7) The reactants are [Br:1][C:2]1[C:3]([C:19]#[N:20])=[C:4]([CH:16]=[CH:17][CH:18]=1)[O:5][C:6]1[CH:14]=[CH:13][C:9]([C:10]([OH:12])=O)=[CH:8][C:7]=1[Cl:15].Cl.C(N=C=NCCCN(C)C)C.ON1C2C=CC=CC=2N=N1.[NH2:43][CH2:44][C:45]1[C:46]([OH:53])=[N:47][C:48]([CH3:52])=[CH:49][C:50]=1[CH3:51]. The catalyst is O.ClCCl.C(N(CC)CC)C. The product is [Br:1][C:2]1[C:3]([C:19]#[N:20])=[C:4]([CH:16]=[CH:17][CH:18]=1)[O:5][C:6]1[CH:14]=[CH:13][C:9]([C:10]([NH:43][CH2:44][C:45]2[C:46]([OH:53])=[N:47][C:48]([CH3:52])=[CH:49][C:50]=2[CH3:51])=[O:12])=[CH:8][C:7]=1[Cl:15]. The yield is 0.830. (8) The reactants are [CH2:1]([N:8]1[CH2:12][CH:11]([N:13](C(OC(C)(C)C)=O)[CH2:14][C:15]2[CH:20]=[CH:19][C:18]([F:21])=[CH:17][C:16]=2[F:22])[CH2:10][CH:9]1[C:30](O)=[O:31])[C:2]1[CH:7]=[CH:6][CH:5]=[CH:4][CH:3]=1.[Br:33][C:34]1[CH:35]=[C:36]([N:40]2[CH2:45][CH2:44][NH:43][CH2:42][CH2:41]2)[CH:37]=[CH:38][CH:39]=1. No catalyst specified. The product is [CH2:1]([N:8]1[CH2:12][C@@H:11]([NH:13][CH2:14][C:15]2[CH:20]=[CH:19][C:18]([F:21])=[CH:17][C:16]=2[F:22])[CH2:10][C@H:9]1[C:30]([N:43]1[CH2:44][CH2:45][N:40]([C:36]2[CH:37]=[CH:38][CH:39]=[C:34]([Br:33])[CH:35]=2)[CH2:41][CH2:42]1)=[O:31])[C:2]1[CH:7]=[CH:6][CH:5]=[CH:4][CH:3]=1. The yield is 0.160. (9) The reactants are [NH2:1][C:2]1[CH:3]=[C:4]2[C:8](=[CH:9][CH:10]=1)[NH:7][C:6](=[O:11])[CH2:5]2.[N+:12]([C:15]1[CH:23]=[CH:22][CH:21]=[CH:20][C:16]=1[C:17](Cl)=[O:18])([O-:14])=[O:13]. The catalyst is CC(N(C)C)=O. The product is [N+:12]([C:15]1[CH:23]=[CH:22][CH:21]=[CH:20][C:16]=1[C:17]([NH:1][C:2]1[CH:3]=[C:4]2[C:8](=[CH:9][CH:10]=1)[NH:7][C:6](=[O:11])[CH2:5]2)=[O:18])([O-:14])=[O:13]. The yield is 0.219. (10) The product is [C:1]([C:5]1[CH:6]=[C:7]2[C:12](=[C:13]([F:15])[CH:14]=1)[C:11](=[O:16])[N:10]([C:17]1[N:24]=[CH:23][CH:22]=[C:21]([C:31]3[CH:30]=[C:29]([NH:42][C:43]4[CH:48]=[CH:47][C:46]([N:49]5[CH2:54][CH2:53][N:52]([CH:55]6[CH2:56][O:57][CH2:58]6)[CH2:51][CH2:50]5)=[CH:45][N:44]=4)[C:28](=[O:59])[N:27]([CH3:26])[CH:32]=3)[C:18]=1[CH:19]=[O:20])[N:9]=[CH:8]2)([CH3:4])([CH3:3])[CH3:2]. The catalyst is C1COCC1.C1C=CC(P(C2C=CC=CC=2)[C-]2C=CC=C2)=CC=1.C1C=CC(P(C2C=CC=CC=2)[C-]2C=CC=C2)=CC=1.Cl[Pd]Cl.[Fe+2]. The reactants are [C:1]([C:5]1[CH:6]=[C:7]2[C:12](=[C:13]([F:15])[CH:14]=1)[C:11](=[O:16])[N:10]([C:17]1[N:24]=[CH:23][CH:22]=[C:21](Cl)[C:18]=1[CH:19]=[O:20])[N:9]=[CH:8]2)([CH3:4])([CH3:3])[CH3:2].[CH3:26][N:27]1[CH:32]=[C:31](B2OC(C)(C)C(C)(C)O2)[CH:30]=[C:29]([NH:42][C:43]2[CH:48]=[CH:47][C:46]([N:49]3[CH2:54][CH2:53][N:52]([CH:55]4[CH2:58][O:57][CH2:56]4)[CH2:51][CH2:50]3)=[CH:45][N:44]=2)[C:28]1=[O:59].O. The yield is 0.600.